From a dataset of Catalyst prediction with 721,799 reactions and 888 catalyst types from USPTO. Predict which catalyst facilitates the given reaction. (1) Reactant: [Cl-].[Al+3].[Cl-].[Cl-].[I-].[Na+].[OH:7][C:8]1[C:15]([O:16]C)=[CH:14][C:11]([C:12]#[N:13])=[C:10]([C:18](=[C:20]([CH3:22])[CH3:21])[CH3:19])[C:9]=1[C:23]#[N:24].CC(C)=C(B(O)O)C.Cl.S([O-])([O-])=O.[Na+].[Na+]. Product: [OH:7][C:8]1[C:15]([OH:16])=[CH:14][C:11]([C:12]#[N:13])=[C:10]([C:18](=[C:20]([CH3:21])[CH3:22])[CH3:19])[C:9]=1[C:23]#[N:24]. The catalyst class is: 10. (2) Product: [CH3:18][C:16]1([CH3:19])[CH2:15][O:14][C:13]([C:10]([C:7]2[CH:8]=[CH:9][C:4]([CH2:3][CH2:2][N:43]3[CH2:44][CH2:45][CH:40]([C:32]4[N:31]([CH2:30][CH2:29][O:28][CH2:26][CH3:27])[C:35]5[CH:36]=[CH:37][CH:38]=[CH:39][C:34]=5[N:33]=4)[CH2:41][CH2:42]3)=[CH:5][CH:6]=2)([CH3:12])[CH3:11])=[N:17]1. The catalyst class is: 5. Reactant: Cl[CH2:2][CH2:3][C:4]1[CH:9]=[CH:8][C:7]([C:10]([C:13]2[O:14][CH2:15][C:16]([CH3:19])([CH3:18])[N:17]=2)([CH3:12])[CH3:11])=[CH:6][CH:5]=1.C(=O)([O-])[O-].[Na+].[Na+].[CH2:26]([O:28][CH2:29][CH2:30][N:31]1[C:35]2[CH:36]=[CH:37][CH:38]=[CH:39][C:34]=2[N:33]=[C:32]1[CH:40]1[CH2:45][CH2:44][NH:43][CH2:42][CH2:41]1)[CH3:27]. (3) Reactant: [Cl:1][C:2]1[C:3]([N:10]([CH:19]2[CH2:24][CH2:23][CH2:22][CH2:21][CH2:20]2)[NH:11]C(OC(C)(C)C)=O)=[N:4][C:5]([C:8]#[N:9])=[N:6][CH:7]=1.C1(C)C=CC(S(O)(=O)=O)=CC=1. Product: [Cl:1][C:2]1[C:3]([N:10]([CH:19]2[CH2:20][CH2:21][CH2:22][CH2:23][CH2:24]2)[NH2:11])=[N:4][C:5]([C:8]#[N:9])=[N:6][CH:7]=1. The catalyst class is: 10. (4) Reactant: [CH3:1][O:2][C:3]1[CH:4]=[CH:5][C:6]([CH2:9][O:10]C(=O)C)=[N:7][CH:8]=1.C([O-])(O)=O.[Na+].C([O-])([O-])=O.[K+].[K+]. Product: [CH3:1][O:2][C:3]1[CH:4]=[CH:5][C:6]([CH2:9][OH:10])=[N:7][CH:8]=1. The catalyst class is: 33. (5) Reactant: [CH3:1][O:2][C:3]([C:5]1[N:6]([S:15]([C:18]2[CH:23]=[CH:22][C:21]([CH3:24])=[CH:20][CH:19]=2)(=[O:17])=[O:16])[C:7]2[C:12]([C:13]=1I)=[CH:11][CH:10]=[CH:9][CH:8]=2)=[O:4].C([Sn](CCCC)(CCCC)[C:30]1[C:38]2[C:33](=[CH:34][CH:35]=[CH:36][CH:37]=2)[N:32]([S:39]([C:42]2[CH:47]=[CH:46][C:45]([CH3:48])=[CH:44][CH:43]=2)(=[O:41])=[O:40])[CH:31]=1)CCC. Product: [CH3:1][O:2][C:3]([C:5]1[N:6]([S:15]([C:18]2[CH:23]=[CH:22][C:21]([CH3:24])=[CH:20][CH:19]=2)(=[O:17])=[O:16])[C:7]2[C:12]([C:13]=1[C:30]1[C:38]3[C:33](=[CH:34][CH:35]=[CH:36][CH:37]=3)[N:32]([S:39]([C:42]3[CH:47]=[CH:46][C:45]([CH3:48])=[CH:44][CH:43]=3)(=[O:41])=[O:40])[CH:31]=1)=[CH:11][CH:10]=[CH:9][CH:8]=2)=[O:4]. The catalyst class is: 555. (6) Reactant: F[C:2]1[C:3]([N+:18]([O-:20])=[O:19])=[C:4]([CH:14]=[C:15]([F:17])[CH:16]=1)[NH:5][C:6]1[CH:11]=[CH:10][C:9]([I:12])=[CH:8][C:7]=1[F:13].[OH:21][C:22]1[CH:23]=[C:24]([CH:38]=[CH:39][CH:40]=1)[CH2:25][NH:26][S:27]([NH:30][C:31](=[O:37])[O:32][C:33]([CH3:36])([CH3:35])[CH3:34])(=[O:29])=[O:28].C(=O)([O-])[O-].[Cs+].[Cs+]. Product: [F:17][C:15]1[CH:14]=[C:4]([NH:5][C:6]2[CH:11]=[CH:10][C:9]([I:12])=[CH:8][C:7]=2[F:13])[C:3]([N+:18]([O-:20])=[O:19])=[C:2]([CH:16]=1)[O:21][C:22]1[CH:23]=[C:24]([CH:38]=[CH:39][CH:40]=1)[CH2:25][NH:26][S:27]([NH:30][C:31](=[O:37])[O:32][C:33]([CH3:36])([CH3:35])[CH3:34])(=[O:29])=[O:28]. The catalyst class is: 3. (7) Product: [CH3:19][C:4]1[S:3][C:2]2[N:1]=[C:21]([C:20]([OH:23])=[O:22])[N:24]=[C:7]([C:8]3[CH:13]=[CH:12][CH:11]=[C:10]([C:14]([F:17])([F:16])[F:15])[CH:9]=3)[C:6]=2[CH:5]=1. Reactant: [NH2:1][C:2]1[S:3][C:4]([CH3:19])=[CH:5][C:6]=1[C:7](=O)[C:8]1[CH:13]=[CH:12][CH:11]=[C:10]([C:14]([F:17])([F:16])[F:15])[CH:9]=1.[C:20]([O-:23])(=[O:22])[CH3:21].[NH4+:24].C(O)(=O)C=O. The catalyst class is: 8. (8) Reactant: [CH3:1][C:2]1[NH:3][C:4](=[O:26])[C:5]([CH2:11][C:12]2[CH:17]=[CH:16][C:15]([C:18]3[C:19]([C:24]#[N:25])=[CH:20][CH:21]=[CH:22][CH:23]=3)=[CH:14][CH:13]=2)=[C:6]([CH2:8][CH2:9][CH3:10])[N:7]=1.N(C(N1CCCCC1)=O)=NC(N1CCCCC1)=O.C(P(CCCC)CCCC)CCC.[N:58]1[CH:63]=[CH:62][CH:61]=[CH:60][C:59]=1[CH2:64]O. Product: [CH3:1][C:2]1[N:3]([CH2:64][C:59]2[CH:60]=[CH:61][CH:62]=[CH:63][N:58]=2)[C:4](=[O:26])[C:5]([CH2:11][C:12]2[CH:17]=[CH:16][C:15]([C:18]3[C:19]([C:24]#[N:25])=[CH:20][CH:21]=[CH:22][CH:23]=3)=[CH:14][CH:13]=2)=[C:6]([CH2:8][CH2:9][CH3:10])[N:7]=1. The catalyst class is: 7.